This data is from Forward reaction prediction with 1.9M reactions from USPTO patents (1976-2016). The task is: Predict the product of the given reaction. Given the reactants [CH2:1]([O:8][C:9]([N:11]1[CH2:15][C@H:14]([O:16][CH2:17][C:18]2[CH:23]=[CH:22][C:21]([O:24][CH3:25])=[CH:20][CH:19]=2)[CH2:13][C@H:12]1[CH2:26][OH:27])=[O:10])[C:2]1[CH:7]=[CH:6][CH:5]=[CH:4][CH:3]=1.[OH-].[Na+].C(O)(=O)C, predict the reaction product. The product is: [CH2:1]([O:8][C:9]([N:11]1[CH2:15][C@H:14]([O:16][CH2:17][C:18]2[CH:23]=[CH:22][C:21]([O:24][CH3:25])=[CH:20][CH:19]=2)[CH2:13][C@H:12]1[CH:26]=[O:27])=[O:10])[C:2]1[CH:7]=[CH:6][CH:5]=[CH:4][CH:3]=1.